This data is from Forward reaction prediction with 1.9M reactions from USPTO patents (1976-2016). The task is: Predict the product of the given reaction. (1) The product is: [NH2:7][CH:8]([C:13]1[CH:18]=[CH:17][CH:16]=[C:15]([C:19]([F:20])([F:21])[F:22])[CH:14]=1)[CH2:9][CH2:10][OH:11]. Given the reactants B.O1CCCC1.[NH2:7][CH:8]([C:13]1[CH:18]=[CH:17][CH:16]=[C:15]([C:19]([F:22])([F:21])[F:20])[CH:14]=1)[CH2:9][C:10](O)=[O:11], predict the reaction product. (2) Given the reactants [NH2:1][N:2]1[C:11](=[O:12])[C:10]2[C:5](=[CH:6][CH:7]=[CH:8][CH:9]=2)[N:4]=[CH:3]1.[C:13]12([CH2:23][C:24](Cl)=[O:25])[CH2:22][CH:17]3[CH2:18][CH:19]([CH2:21][CH:15]([CH2:16]3)[CH2:14]1)[CH2:20]2.N1C=CC=CC=1, predict the reaction product. The product is: [C:13]12([CH2:23][C:24]([NH:1][N:2]3[C:11](=[O:12])[C:10]4[C:5](=[CH:6][CH:7]=[CH:8][CH:9]=4)[N:4]=[CH:3]3)=[O:25])[CH2:20][CH:19]3[CH2:18][CH:17]([CH2:16][CH:15]([CH2:21]3)[CH2:14]1)[CH2:22]2. (3) Given the reactants [C:1]([C:3]1[CH:8]=[CH:7][C:6]([CH:9]2[C:18]3[C:13](=[CH:14][CH:15]=[N:16][C:17]=3[O:19][CH2:20][CH3:21])[NH:12][C:11]([CH3:22])=[C:10]2[C:23](O)=[O:24])=[C:5]([O:26][C:27]([F:30])([F:29])[F:28])[CH:4]=1)#[N:2].C(OCC)(=O)C.C(N1C=CN=C1)([N:39]1C=CN=C1)=O.N, predict the reaction product. The product is: [C:1]([C:3]1[CH:8]=[CH:7][C:6]([CH:9]2[C:18]3[C:13](=[CH:14][CH:15]=[N:16][C:17]=3[O:19][CH2:20][CH3:21])[NH:12][C:11]([CH3:22])=[C:10]2[C:23]([NH2:39])=[O:24])=[C:5]([O:26][C:27]([F:28])([F:30])[F:29])[CH:4]=1)#[N:2]. (4) The product is: [CH2:1]1[C:9]2[C:4](=[CH:5][CH:6]=[CH:7][CH:8]=2)[CH2:3][CH:2]1[NH:10][C:11]1[N:12]=[CH:13][C:14]2[CH2:20][N:19]([C:21]([C:23]3[CH:27]=[CH:26][N:25]([CH2:41][C:40]#[CH:39])[CH:24]=3)=[O:22])[CH2:18][CH2:17][C:15]=2[N:16]=1. Given the reactants [CH2:1]1[C:9]2[C:4](=[CH:5][CH:6]=[CH:7][CH:8]=2)[CH2:3][CH:2]1[NH:10][C:11]1[N:12]=[CH:13][C:14]2[CH2:20][N:19]([C:21]([C:23]3[CH:27]=[CH:26][NH:25][CH:24]=3)=[O:22])[CH2:18][CH2:17][C:15]=2[N:16]=1.C[Si]([N-][Si](C)(C)C)(C)C.[Na+].Br[CH2:39][C:40]#[C:41][Si](C)(C)C, predict the reaction product. (5) Given the reactants [Cl:1][C:2]1[CH:3]=[C:4]2[C:8](=[CH:9][CH:10]=1)[C:7](=[O:11])[CH2:6][CH2:5]2.[Br:12][C:13]1[CH:14]=[N:15][CH:16]=[CH:17][C:18]=1[CH:19]=O, predict the reaction product. The product is: [Br:12][C:13]1[CH:14]=[N:15][CH:16]=[CH:17][C:18]=1/[CH:19]=[C:6]1/[C:7](=[O:11])[C:8]2[C:4]([CH2:5]/1)=[CH:3][C:2]([Cl:1])=[CH:10][CH:9]=2. (6) Given the reactants [OH-].[Na+].C([O:5][C:6](=[O:44])[C:7]([O:31][C:32]1[CH:33]=[C:34]([C:38]2[CH:43]=[CH:42][CH:41]=[CH:40][CH:39]=2)[CH:35]=[CH:36][CH:37]=1)([CH3:30])[CH2:8][C:9]1[CH:14]=[CH:13][C:12]([O:15][CH2:16][CH2:17][C:18]2[N:19]=[C:20]([CH:24]3[CH2:29][CH2:28][CH2:27][CH2:26][CH2:25]3)[O:21][C:22]=2[CH3:23])=[CH:11][CH:10]=1)C.C(OC(=O)C(C)(OC1C=CC=CC=1)CC1C=CC(OCCC2N=C(C3CCCCC3)OC=2C)=CC=1)C, predict the reaction product. The product is: [C:34]1([C:38]2[CH:43]=[CH:42][CH:41]=[CH:40][CH:39]=2)[CH:35]=[CH:36][CH:37]=[C:32]([O:31][C:7]([CH3:30])([CH2:8][C:9]2[CH:10]=[CH:11][C:12]([O:15][CH2:16][CH2:17][C:18]3[N:19]=[C:20]([CH:24]4[CH2:29][CH2:28][CH2:27][CH2:26][CH2:25]4)[O:21][C:22]=3[CH3:23])=[CH:13][CH:14]=2)[C:6]([OH:44])=[O:5])[CH:33]=1. (7) Given the reactants [CH3:1][O:2][C:3]([C:5]1[CH:9]=[CH:8][S:7][CH:6]=1)=[O:4].[N+:10]([O-])([OH:12])=[O:11].C(OC(=O)C)(=O)C, predict the reaction product. The product is: [CH3:1][O:2][C:3]([C:5]1[CH:9]=[C:8]([N+:10]([O-:12])=[O:11])[S:7][CH:6]=1)=[O:4].